Dataset: Reaction yield outcomes from USPTO patents with 853,638 reactions. Task: Predict the reaction yield, written as a fraction of the theoretical maximum amount of product (1.0 means a 100% yield; for example, 0.34 means a 34% yield). (1) The reactants are [F:1][C:2]1[CH:3]=[C:4]([CH:8]=[O:9])[CH:5]=[N:6][CH:7]=1.[BH4-].[Na+].[Cl-].[NH4+]. The catalyst is CO. The product is [F:1][C:2]1[CH:3]=[C:4]([CH2:8][OH:9])[CH:5]=[N:6][CH:7]=1. The yield is 0.850. (2) The reactants are [N+:1]([C:4]1[CH:9]=[CH:8][C:7]([NH:10][CH:11]2[CH2:16][CH2:15][CH:14]([O:17][CH2:18][C:19]([OH:21])=O)[CH2:13][CH2:12]2)=[CH:6][C:5]=1[C:22]([F:25])([F:24])[F:23])([O-:3])=[O:2].CCN=C=NCCCN(C)C.Cl.C1C=CC2N(O)N=NC=2C=1.CN1CCOCC1.Cl.[CH3:56][C@H:57]1[CH2:62][NH:61][C@H:60]([CH3:63])[CH2:59][N:58]1[CH2:64][C:65]1[S:66][C:67]2[CH:73]=[CH:72][C:71]([C:74]([F:77])([F:76])[F:75])=[CH:70][C:68]=2[N:69]=1. The catalyst is CN(C=O)C.CCOC(C)=O. The product is [CH3:63][C@@H:60]1[CH2:59][N:58]([CH2:64][C:65]2[S:66][C:67]3[CH:73]=[CH:72][C:71]([C:74]([F:77])([F:75])[F:76])=[CH:70][C:68]=3[N:69]=2)[C@@H:57]([CH3:56])[CH2:62][N:61]1[C:19](=[O:21])[CH2:18][O:17][CH:14]1[CH2:15][CH2:16][CH:11]([NH:10][C:7]2[CH:8]=[CH:9][C:4]([N+:1]([O-:3])=[O:2])=[C:5]([C:22]([F:24])([F:25])[F:23])[CH:6]=2)[CH2:12][CH2:13]1. The yield is 0.537.